From a dataset of CYP3A4 inhibition data for predicting drug metabolism from PubChem BioAssay. Regression/Classification. Given a drug SMILES string, predict its absorption, distribution, metabolism, or excretion properties. Task type varies by dataset: regression for continuous measurements (e.g., permeability, clearance, half-life) or binary classification for categorical outcomes (e.g., BBB penetration, CYP inhibition). Dataset: cyp3a4_veith. (1) The molecule is CCCCCSc1nncc(=O)[nH]1. The result is 0 (non-inhibitor). (2) The compound is CCCN1CCN(CCCNC(=O)Cn2nc(-c3ccc(C)cc3)ccc2=O)CC1. The result is 0 (non-inhibitor). (3) The drug is COc1cccc(Nc2ncc3nc(-c4ccc(F)cc4)c(=O)n(CCC#N)c3n2)c1. The result is 1 (inhibitor). (4) The drug is Cc1nc(Oc2ccc(Cl)cc2)c2oc3ccccc3c2n1. The result is 0 (non-inhibitor). (5) The molecule is O=C1C(=O)c2ccccc2C(O)=C1Cc1ccccc1. The result is 0 (non-inhibitor). (6) The drug is Cc1cc(N)n2ncc(-c3ccc(Cl)cc3)c2n1. The result is 1 (inhibitor). (7) The result is 0 (non-inhibitor). The molecule is C[N+]1(CC(=O)Nc2ccc(F)cc2)CCN(C(=O)c2ccco2)CC1.[Cl-]. (8) The molecule is CCc1ccc(OCC(=O)Nc2ccc(-c3nc4ccccc4o3)c(O)c2)cc1. The result is 0 (non-inhibitor). (9) The molecule is Cc1ccc(-n2c3c(c(=O)[nH]c2=O)C(NS(=O)(=O)c2ccc(C)cc2)(C(F)(F)F)C(=O)N3)cc1. The result is 0 (non-inhibitor). (10) The result is 0 (non-inhibitor). The drug is FC(F)(F)c1ccccc1-c1nc(NC2CCNCC2)c2ccccc2n1.